Dataset: Catalyst prediction with 721,799 reactions and 888 catalyst types from USPTO. Task: Predict which catalyst facilitates the given reaction. (1) Reactant: [C:1]([O:5][C:6]([N:8]1[CH2:12][C@H:11]([CH2:13][N:14]([C:18](=[O:38])[C:19]2[CH:24]=[CH:23][C:22]([O:25][CH3:26])=[C:21]([O:27][CH2:28][CH2:29][O:30]CC3C=CC=CC=3)[CH:20]=2)[CH:15]([CH3:17])[CH3:16])[C@@H:10]([CH2:39][C:40]2[CH:45]=[CH:44][CH:43]=[CH:42][CH:41]=2)[CH2:9]1)=[O:7])([CH3:4])([CH3:3])[CH3:2]. Product: [C:1]([O:5][C:6]([N:8]1[CH2:12][C@H:11]([CH2:13][N:14]([C:18](=[O:38])[C:19]2[CH:24]=[CH:23][C:22]([O:25][CH3:26])=[C:21]([O:27][CH2:28][CH2:29][OH:30])[CH:20]=2)[CH:15]([CH3:16])[CH3:17])[C@@H:10]([CH2:39][C:40]2[CH:45]=[CH:44][CH:43]=[CH:42][CH:41]=2)[CH2:9]1)=[O:7])([CH3:3])([CH3:4])[CH3:2]. The catalyst class is: 105. (2) Reactant: O[C@H:2]([C:22]([CH3:25])([CH3:24])[CH3:23])[C@@H:3]([NH:7][C:8]([O:10][CH2:11][CH2:12][CH2:13][CH2:14][CH2:15][C:16]1[CH:21]=[CH:20][CH:19]=[CH:18][CH:17]=1)=[O:9])[C:4]([OH:6])=[O:5].O[C@@H](C(C)(C)C)[C@@H](NC(OCCCCCC1C=CC=CC=1)=O)C(O)=O.CCN(CC)CC.CN(C(ON1N=NC2C=CC=CC1=2)=[N+](C)C)C.[B-](F)(F)(F)F. Product: [C:16]1([CH2:15][CH2:14][CH2:13][CH2:12][CH2:11][O:10][C:8](=[O:9])[NH:7][C@H:3]2[C:4](=[O:6])[O:5][C@@H:2]2[C:22]([CH3:25])([CH3:24])[CH3:23])[CH:21]=[CH:20][CH:19]=[CH:18][CH:17]=1. The catalyst class is: 2. (3) Reactant: Br[CH2:2][CH2:3][C:4]1[CH:9]=[C:8]([O:10][CH3:11])[CH:7]=[CH:6][C:5]=1[I:12].[NH2:13][CH:14]1[CH2:19][CH2:18][N:17]([C:20]([O:22][C:23]([CH3:26])([CH3:25])[CH3:24])=[O:21])[CH2:16][CH2:15]1.C(N(CC)CC)C. Product: [I:12][C:5]1[CH:6]=[CH:7][C:8]([O:10][CH3:11])=[CH:9][C:4]=1[CH2:3][CH2:2][NH:13][CH:14]1[CH2:15][CH2:16][N:17]([C:20]([O:22][C:23]([CH3:26])([CH3:25])[CH3:24])=[O:21])[CH2:18][CH2:19]1. The catalyst class is: 16. (4) Reactant: C([O:3][CH:4](OCC)[C:5]([C:7]1[CH:12]=[CH:11][CH:10]=[CH:9][CH:8]=1)=[CH2:6])C.C(O)=O.O. Product: [CH:4](=[O:3])[C:5]([C:7]1[CH:12]=[CH:11][CH:10]=[CH:9][CH:8]=1)=[CH2:6]. The catalyst class is: 27.